Dataset: NCI-60 drug combinations with 297,098 pairs across 59 cell lines. Task: Regression. Given two drug SMILES strings and cell line genomic features, predict the synergy score measuring deviation from expected non-interaction effect. Drug 1: CC=C1C(=O)NC(C(=O)OC2CC(=O)NC(C(=O)NC(CSSCCC=C2)C(=O)N1)C(C)C)C(C)C. Drug 2: COC1=C2C(=CC3=C1OC=C3)C=CC(=O)O2. Cell line: UO-31. Synergy scores: CSS=-6.41, Synergy_ZIP=2.19, Synergy_Bliss=-0.226, Synergy_Loewe=-0.874, Synergy_HSA=-4.22.